From a dataset of Reaction yield outcomes from USPTO patents with 853,638 reactions. Predict the reaction yield, written as a fraction of the theoretical maximum amount of product (1.0 means a 100% yield; for example, 0.34 means a 34% yield). (1) The reactants are [F:1][C:2]1[CH:7]=[C:6]([S:8][CH3:9])[CH:5]=[CH:4][C:3]=1[NH:10][C:11]1[C:12]([C:19]([O:21]C)=O)=[N:13][N:14]([CH3:18])[C:15](=[O:17])[CH:16]=1.[CH:23]([O:25][CH2:26][CH2:27][O:28][NH2:29])=[CH2:24].[Li+].C[Si]([N-][Si](C)(C)C)(C)C. The catalyst is C1COCC1. The product is [F:1][C:2]1[CH:7]=[C:6]([S:8][CH3:9])[CH:5]=[CH:4][C:3]=1[NH:10][C:11]1[C:12]([C:19]([NH:29][O:28][CH2:27][CH2:26][O:25][CH:23]=[CH2:24])=[O:21])=[N:13][N:14]([CH3:18])[C:15](=[O:17])[CH:16]=1. The yield is 0.990. (2) The reactants are [C:1]([O:5][C:6]([N:8]1[CH2:12][CH2:11][CH:10]([CH2:13][C:14]2[N:22]3[C:17]([C:18]([NH2:23])=[N:19][CH:20]=[N:21]3)=[C:16](Br)[CH:15]=2)[CH2:9]1)=[O:7])([CH3:4])([CH3:3])[CH3:2].[CH2:25]([N:32]1[CH:40]=[C:39]2[C:34]([CH:35]=[C:36](B3OC(C)(C)C(C)(C)O3)[CH:37]=[CH:38]2)=[N:33]1)[C:26]1[CH:31]=[CH:30][CH:29]=[CH:28][CH:27]=1.C([O-])([O-])=O.[Na+].[Na+]. The catalyst is CN(C=O)C.CCOC(C)=O.C1C=CC([P]([Pd]([P](C2C=CC=CC=2)(C2C=CC=CC=2)C2C=CC=CC=2)([P](C2C=CC=CC=2)(C2C=CC=CC=2)C2C=CC=CC=2)[P](C2C=CC=CC=2)(C2C=CC=CC=2)C2C=CC=CC=2)(C2C=CC=CC=2)C2C=CC=CC=2)=CC=1. The product is [C:1]([O:5][C:6]([N:8]1[CH2:12][CH2:11][CH:10]([CH2:13][C:14]2[N:22]3[C:17]([C:18]([NH2:23])=[N:19][CH:20]=[N:21]3)=[C:16]([C:36]3[CH:37]=[CH:38][C:39]4[C:34]([CH:35]=3)=[N:33][N:32]([CH2:25][C:26]3[CH:31]=[CH:30][CH:29]=[CH:28][CH:27]=3)[CH:40]=4)[CH:15]=2)[CH2:9]1)=[O:7])([CH3:4])([CH3:3])[CH3:2]. The yield is 0.460.